Dataset: Reaction yield outcomes from USPTO patents with 853,638 reactions. Task: Predict the reaction yield, written as a fraction of the theoretical maximum amount of product (1.0 means a 100% yield; for example, 0.34 means a 34% yield). (1) The reactants are C[Al](C)C.[CH3:5][CH:6]([N:8]1[CH2:14][CH2:13][CH2:12][N:11]([C:15]2[N:20]=[CH:19][C:18]([C:21]([O:23]C)=O)=[CH:17][N:16]=2)[CH2:10][CH2:9]1)[CH3:7].[CH3:25][O:26][C:27]1[CH:28]=[C:29]([CH2:35][CH2:36][C:37]2[CH:38]=[C:39]([NH2:42])[NH:40][N:41]=2)[CH:30]=[C:31]([O:33][CH3:34])[CH:32]=1. The catalyst is C1(C)C=CC=CC=1. The product is [CH3:34][O:33][C:31]1[CH:30]=[C:29]([CH2:35][CH2:36][C:37]2[CH:38]=[C:39]([NH:42][C:21]([C:18]3[CH:19]=[N:20][C:15]([N:11]4[CH2:12][CH2:13][CH2:14][N:8]([CH:6]([CH3:5])[CH3:7])[CH2:9][CH2:10]4)=[N:16][CH:17]=3)=[O:23])[NH:40][N:41]=2)[CH:28]=[C:27]([O:26][CH3:25])[CH:32]=1. The yield is 0.170. (2) The reactants are Cl[C:2](Cl)=[CH:3][C:4]([C:6]1[C:7]([Cl:14])=[N:8][C:9]([Cl:13])=[C:10]([F:12])[CH:11]=1)=[O:5].[NH2:16][C:17]1[CH:22]=[CH:21][CH:20]=[CH:19][CH:18]=1.[CH:23]([NH2:26])([CH3:25])[CH3:24]. The catalyst is C(Cl)Cl.O1CCOCC1. The product is [NH:16](/[C:2](/[NH:26][CH:23]([CH3:25])[CH3:24])=[CH:3]\[C:4]([C:6]1[C:7]([Cl:14])=[N:8][C:9]([Cl:13])=[C:10]([F:12])[CH:11]=1)=[O:5])[C:17]1[CH:22]=[CH:21][CH:20]=[CH:19][CH:18]=1. The yield is 0.100. (3) The reactants are [Cl:1][C:2]1[CH:7]=[CH:6][C:5]([C:8]2[C:12]3[CH2:13][N:14]([C:17](=[O:19])[CH3:18])[CH2:15][CH2:16][C:11]=3[N:10]([CH2:20][C@@H:21]([OH:24])[CH2:22]O)[N:9]=2)=[CH:4][C:3]=1[CH3:25].C1(C)C=CC(S([O-])(=O)=O)=CC=1.[NH+]1C=CC=CC=1.C(Br)(C)=O.C([O-])([O-])=O.[K+].[K+]. The catalyst is CC(OC)(OC)OC.CO. The product is [Cl:1][C:2]1[CH:7]=[CH:6][C:5]([C:8]2[C:12]3[CH2:13][N:14]([C:17](=[O:19])[CH3:18])[CH2:15][CH2:16][C:11]=3[N:10]([CH2:20][C@@H:21]3[CH2:22][O:24]3)[N:9]=2)=[CH:4][C:3]=1[CH3:25]. The yield is 0.370. (4) The reactants are [Cl:1][C:2]1[C:7]([Cl:8])=[C:6]([Cl:9])[CH:5]=[CH:4][C:3]=1[OH:10].F[C:12]1[CH:17]=[CH:16][CH:15]=[CH:14][C:13]=1[N+:18]([O-:20])=[O:19].[Cl:21][C:22]1[C:35]([Cl:36])=[C:34]([Cl:37])[CH:33]=[CH:32][C:23]=1[O:24][C:25]1[CH:31]=[CH:30][CH:29]=[CH:28][C:26]=1[NH2:27].[NH2:38][C:39]1[S:40][CH:41]=[CH:42][N:43]=1. No catalyst specified. The product is [Cl:1][C:2]1[C:7]([Cl:8])=[C:6]([Cl:9])[CH:5]=[CH:4][C:3]=1[O:10][C:12]1[CH:17]=[CH:16][CH:15]=[CH:14][C:13]=1[N+:18]([O-:20])=[O:19].[Cl:21][C:22]1[C:35]([Cl:36])=[C:34]([Cl:37])[CH:33]=[CH:32][C:23]=1[O:24][C:25]1[CH:31]=[CH:30][CH:29]=[CH:28][C:26]=1[NH:27][C:3]([NH:38][C:39]1[S:40][CH:41]=[CH:42][N:43]=1)=[O:10]. The yield is 0.650. (5) The reactants are [NH2:1][C:2]1[C:7]([NH:8][C:9](=[O:17])[C:10]2[CH:15]=[CH:14][C:13](I)=[CH:12][CH:11]=2)=[CH:6][CH:5]=[CH:4][N:3]=1.[NH2:18][CH2:19][C:20]1[CH:21]=[N:22][CH:23]=[CH:24][CH:25]=1.C(=O)([O-])[O-].[K+].[K+].O1C=[CH:35][CH:34]=[C:33]1P(C1OC=CC=1)C1OC=CC=1.C=C=C. The catalyst is [Pd].[Pd].C(=CC(C=CC1C=CC=CC=1)=O)C1C=CC=CC=1.C(=CC(C=CC1C=CC=CC=1)=O)C1C=CC=CC=1.C(=CC(C=CC1C=CC=CC=1)=O)C1C=CC=CC=1. The product is [NH2:1][C:2]1[C:7]([NH:8][C:9](=[O:17])[C:10]2[CH:15]=[CH:14][C:13]([C:34]([CH2:35][NH:18][CH2:19][C:20]3[CH:21]=[N:22][CH:23]=[CH:24][CH:25]=3)=[CH2:33])=[CH:12][CH:11]=2)=[CH:6][CH:5]=[CH:4][N:3]=1. The yield is 0.490. (6) The reactants are [CH2:1]([O:3][C:4](=[O:24])[CH2:5][C:6]1([CH2:21][CH2:22][CH3:23])[C:11]2[NH:12][C:13]3[C:18]([C:10]=2[CH2:9][CH2:8][O:7]1)=[C:17](Br)[CH:16]=[CH:15][C:14]=3[CH3:20])[CH3:2].[C:25]([Cu])#[N:26]. The catalyst is CN1CCCC1=O.O. The product is [CH2:1]([O:3][C:4](=[O:24])[CH2:5][C:6]1([CH2:21][CH2:22][CH3:23])[C:11]2[NH:12][C:13]3[C:18]([C:10]=2[CH2:9][CH2:8][O:7]1)=[C:17]([C:25]#[N:26])[CH:16]=[CH:15][C:14]=3[CH3:20])[CH3:2]. The yield is 0.880.